This data is from Full USPTO retrosynthesis dataset with 1.9M reactions from patents (1976-2016). The task is: Predict the reactants needed to synthesize the given product. (1) Given the product [OH:20][C:21]1[C:22](=[O:42])[NH:23][CH:24]=[C:25]([S:27][CH2:28][C:29]2[CH:30]=[N:31][C:32]([C:35]([F:36])([F:38])[F:37])=[CH:33][CH:34]=2)[CH:26]=1, predict the reactants needed to synthesize it. The reactants are: C(SC1C=C(O)C(=O)NC=1)C1C=CC=CC=1.COC[O:20][C:21]1[C:22](=[O:42])[N:23](COC)[CH:24]=[C:25]([S:27][CH2:28][C:29]2[CH:30]=[N:31][C:32]([C:35]([F:38])([F:37])[F:36])=[CH:33][CH:34]=2)[CH:26]=1. (2) Given the product [CH2:14]1[C:15]2[C:10](=[CH:9][CH:8]=[C:7]([C:41]([O:28][CH2:26][CH3:27])=[O:42])[CH:16]=2)[CH2:11][CH2:12][N:13]1[C:17]([O:19][C:20]([CH3:23])([CH3:22])[CH3:21])=[O:18], predict the reactants needed to synthesize it. The reactants are: FC(F)(F)S(O[C:7]1[CH:16]=[C:15]2[C:10]([CH2:11][CH2:12][N:13]([C:17]([O:19][C:20]([CH3:23])([CH3:22])[CH3:21])=[O:18])[CH2:14]2)=[CH:9][CH:8]=1)(=O)=O.[CH2:26]([OH:28])[CH3:27].C(N(C(C)C)CC)(C)C.CN([CH:41]=[O:42])C. (3) Given the product [ClH:51].[ClH:51].[ClH:51].[N:26]1([C:23]2[CH:22]=[CH:21][C:20]([NH:19][C:12]3[C:11]4[C:16](=[CH:17][CH:18]=[C:9]([C:7]5[CH:8]=[C:3]6[C:4](=[CH:5][CH:6]=5)[N:32]=[CH:33][N:34]=[C:36]6[NH:37][C:38]5[CH:43]=[CH:42][CH:41]=[CH:40][CH:39]=5)[CH:10]=4)[N:15]=[CH:14][N:13]=3)=[CH:25][CH:24]=2)[CH2:31][CH2:30][O:44][CH2:28][CH2:27]1, predict the reactants needed to synthesize it. The reactants are: C([C:3]1[CH:8]=[C:7]([C:9]2[CH:10]=[C:11]3[C:16](=[CH:17][CH:18]=2)[N:15]=[CH:14][N:13]=[C:12]3[NH:19][C:20]2[CH:25]=[CH:24][C:23]([N:26]3[CH2:31][CH2:30]O[CH2:28][CH2:27]3)=[CH:22][CH:21]=2)[CH:6]=[CH:5][C:4]=1[N:32]=[CH:33][N:34]([CH3:36])C)#N.[NH2:37][C:38]1[CH:43]=[CH:42][CH:41]=[CH:40][CH:39]=1.[OH-:44].[Na+].CO.CCO.[ClH:51].